From a dataset of Forward reaction prediction with 1.9M reactions from USPTO patents (1976-2016). Predict the product of the given reaction. (1) Given the reactants [CH2:1]=[CH:2][C:3]1C=CC=C[CH:4]=1.C=CC=C.O1CCCC1CCC.C([Li])CCC.C(C1C=C2C3=C4C(C=CC=C4C=C2)=CC=C3C=1C)[CH:27]=[CH:28][C:29]1[CH:34]=[CH:33][CH:32]=[CH:31][CH:30]=1.CCOCC, predict the reaction product. The product is: [CH2:1]=[CH:2][CH:3]=[CH2:4].[CH2:27]=[CH:28][C:29]1[CH:34]=[CH:33][CH:32]=[CH:31][CH:30]=1. (2) The product is: [CH3:1][O:20][C:21]1[N:25]([C:26]2[CH:27]=[CH:28][C:29]([C:32]([F:35])([F:33])[F:34])=[CH:30][CH:31]=2)[N:24]=[C:23]([C:36]([O:38][CH3:39])=[O:37])[CH:22]=1. Given the reactants [C:1]1(P(C2C=CC=CC=2)C2C=CC=CC=2)C=CC=CC=1.[O:20]=[C:21]1[N:25]([C:26]2[CH:31]=[CH:30][C:29]([C:32]([F:35])([F:34])[F:33])=[CH:28][CH:27]=2)[N:24]=[C:23]([C:36]([O:38][CH3:39])=[O:37])[CH2:22]1.CO.N(C(OC(C)C)=O)=NC(OC(C)C)=O, predict the reaction product. (3) Given the reactants CO[C:3](=[O:18])[C:4]([C:6]1[C:16]2=[C:17]3[C:12](=[CH:13][CH:14]=[CH:15]2)[S:11][CH2:10][CH2:9][N:8]3[CH:7]=1)=O.[NH:19]1[C:27]2[C:22](=[CH:23][CH:24]=[CH:25][CH:26]=2)[C:21]([CH2:28][C:29]([NH2:31])=[O:30])=[CH:20]1, predict the reaction product. The product is: [C:6]1([C:4]2[C:3](=[O:18])[NH:31][C:29](=[O:30])[C:28]=2[C:21]2[C:22]3[C:27](=[CH:26][CH:25]=[CH:24][CH:23]=3)[NH:19][CH:20]=2)[C:16]2=[C:17]3[C:12](=[CH:13][CH:14]=[CH:15]2)[S:11][CH2:10][CH2:9][N:8]3[CH:7]=1. (4) The product is: [F:21][CH:20]([F:22])[CH2:19][N:16]1[CH2:17][CH2:18][N:13]2[N:12]=[C:11]([NH:10][C:4]3[C:5](=[O:9])[N:6]([CH3:8])[CH:7]=[C:2]([B:24]4[O:28][C:27]([CH3:30])([CH3:29])[C:26]([CH3:32])([CH3:31])[O:25]4)[CH:3]=3)[CH:23]=[C:14]2[CH2:15]1. Given the reactants Br[C:2]1[CH:3]=[C:4]([NH:10][C:11]2[CH:23]=[C:14]3[CH2:15][N:16]([CH2:19][CH:20]([F:22])[F:21])[CH2:17][CH2:18][N:13]3[N:12]=2)[C:5](=[O:9])[N:6]([CH3:8])[CH:7]=1.[B:24]1([B:24]2[O:28][C:27]([CH3:30])([CH3:29])[C:26]([CH3:32])([CH3:31])[O:25]2)[O:28][C:27]([CH3:30])([CH3:29])[C:26]([CH3:32])([CH3:31])[O:25]1.CC(C1C=C(C(C)C)C(C2C=CC=CC=2P(C2CCCCC2)C2CCCCC2)=C(C(C)C)C=1)C.C([O-])(=O)C.[K+], predict the reaction product. (5) Given the reactants CO[C:3](=[O:31])[C:4]1[CH:9]=[CH:8][C:7]([N:10]2[C:14]([CH3:16])([CH3:15])[C:13](=[O:17])[N:12]([C:18]3[CH:23]=[CH:22][C:21]([C:24]#[N:25])=[C:20]([C:26]([F:29])([F:28])[F:27])[CH:19]=3)[C:11]2=[S:30])=[CH:6][CH:5]=1.[CH3:32][NH2:33], predict the reaction product. The product is: [C:24]([C:21]1[CH:22]=[CH:23][C:18]([N:12]2[C:13](=[O:17])[C:14]([CH3:15])([CH3:16])[N:10]([C:7]3[CH:8]=[CH:9][C:4]([C:3]([NH:33][CH3:32])=[O:31])=[CH:5][CH:6]=3)[C:11]2=[S:30])=[CH:19][C:20]=1[C:26]([F:29])([F:28])[F:27])#[N:25]. (6) Given the reactants Cl.[CH3:2][C@@H:3]1[NH:9][CH2:8][C:7]2[CH:10]=[CH:11][C:12]([C:14]([O:16][CH3:17])=[O:15])=[CH:13][C:6]=2[O:5][CH2:4]1.CCN(CC)CC.[O:25]1[CH2:28][C:27](=O)[CH2:26]1.C(O)(=O)C.[BH-](OC(C)=O)(OC(C)=O)OC(C)=O.[Na+], predict the reaction product. The product is: [CH3:2][C@@H:3]1[N:9]([CH:27]2[CH2:28][O:25][CH2:26]2)[CH2:8][C:7]2[CH:10]=[CH:11][C:12]([C:14]([O:16][CH3:17])=[O:15])=[CH:13][C:6]=2[O:5][CH2:4]1.